This data is from NCI-60 drug combinations with 297,098 pairs across 59 cell lines. The task is: Regression. Given two drug SMILES strings and cell line genomic features, predict the synergy score measuring deviation from expected non-interaction effect. (1) Drug 1: CN(C)N=NC1=C(NC=N1)C(=O)N. Drug 2: CCCS(=O)(=O)NC1=C(C(=C(C=C1)F)C(=O)C2=CNC3=C2C=C(C=N3)C4=CC=C(C=C4)Cl)F. Cell line: SW-620. Synergy scores: CSS=-17.5, Synergy_ZIP=15.4, Synergy_Bliss=11.8, Synergy_Loewe=-7.67, Synergy_HSA=-9.12. (2) Cell line: ACHN. Drug 1: CCC1(CC2CC(C3=C(CCN(C2)C1)C4=CC=CC=C4N3)(C5=C(C=C6C(=C5)C78CCN9C7C(C=CC9)(C(C(C8N6C=O)(C(=O)OC)O)OC(=O)C)CC)OC)C(=O)OC)O.OS(=O)(=O)O. Synergy scores: CSS=20.1, Synergy_ZIP=-2.95, Synergy_Bliss=6.00, Synergy_Loewe=2.07, Synergy_HSA=3.96. Drug 2: C1=NC(=NC(=O)N1C2C(C(C(O2)CO)O)O)N. (3) Synergy scores: CSS=59.6, Synergy_ZIP=11.1, Synergy_Bliss=5.64, Synergy_Loewe=7.20, Synergy_HSA=6.72. Drug 2: CN(CC1=CN=C2C(=N1)C(=NC(=N2)N)N)C3=CC=C(C=C3)C(=O)NC(CCC(=O)O)C(=O)O. Drug 1: CCCCC(=O)OCC(=O)C1(CC(C2=C(C1)C(=C3C(=C2O)C(=O)C4=C(C3=O)C=CC=C4OC)O)OC5CC(C(C(O5)C)O)NC(=O)C(F)(F)F)O. Cell line: T-47D. (4) Drug 1: C1=NC2=C(N1)C(=S)N=C(N2)N. Drug 2: CCCCC(=O)OCC(=O)C1(CC(C2=C(C1)C(=C3C(=C2O)C(=O)C4=C(C3=O)C=CC=C4OC)O)OC5CC(C(C(O5)C)O)NC(=O)C(F)(F)F)O. Cell line: SK-OV-3. Synergy scores: CSS=38.9, Synergy_ZIP=-1.51, Synergy_Bliss=-2.50, Synergy_Loewe=-1.63, Synergy_HSA=-1.51. (5) Drug 1: CC(CN1CC(=O)NC(=O)C1)N2CC(=O)NC(=O)C2. Drug 2: CCC(=C(C1=CC=CC=C1)C2=CC=C(C=C2)OCCN(C)C)C3=CC=CC=C3.C(C(=O)O)C(CC(=O)O)(C(=O)O)O. Cell line: NCI-H322M. Synergy scores: CSS=0.757, Synergy_ZIP=0.310, Synergy_Bliss=0.159, Synergy_Loewe=-0.282, Synergy_HSA=-0.354. (6) Drug 1: CCN(CC)CCNC(=O)C1=C(NC(=C1C)C=C2C3=C(C=CC(=C3)F)NC2=O)C. Drug 2: C1=CN(C=N1)CC(O)(P(=O)(O)O)P(=O)(O)O. Cell line: SF-295. Synergy scores: CSS=2.58, Synergy_ZIP=2.90, Synergy_Bliss=3.46, Synergy_Loewe=0.873, Synergy_HSA=-0.772. (7) Drug 1: CC1OCC2C(O1)C(C(C(O2)OC3C4COC(=O)C4C(C5=CC6=C(C=C35)OCO6)C7=CC(=C(C(=C7)OC)O)OC)O)O. Drug 2: COC1=NC(=NC2=C1N=CN2C3C(C(C(O3)CO)O)O)N. Cell line: CAKI-1. Synergy scores: CSS=48.2, Synergy_ZIP=-1.04, Synergy_Bliss=-0.805, Synergy_Loewe=-19.8, Synergy_HSA=2.12.